From a dataset of Reaction yield outcomes from USPTO patents with 853,638 reactions. Predict the reaction yield, written as a fraction of the theoretical maximum amount of product (1.0 means a 100% yield; for example, 0.34 means a 34% yield). (1) The reactants are [Cl:1][C:2]1[C:12]([N+:13]([O-])=O)=[CH:11][C:5]2[O:6][CH2:7][C:8](=[O:10])[NH:9][C:4]=2[CH:3]=1.CCOC(C)=O.CO.CCN(CC)CC. The catalyst is CN(C=O)C. The product is [NH2:13][C:12]1[C:2]([Cl:1])=[CH:3][C:4]2[NH:9][C:8](=[O:10])[CH2:7][O:6][C:5]=2[CH:11]=1. The yield is 0.450. (2) The reactants are [CH2:1]([O:8][C:9]1[CH:14]=[CH:13][C:12]([NH:15][C:16]2[C:25]3[C:20](=[CH:21][CH:22]=[C:23](Br)[CH:24]=3)[N:19]=[CH:18][N:17]=2)=[CH:11][CH:10]=1)[C:2]1[CH:7]=[CH:6][CH:5]=[CH:4][CH:3]=1.C([Sn](CCCC)(CCCC)[C:32]1[N:37]=[CH:36][CH:35]=[CH:34][N:33]=1)CCC. The catalyst is O1CCOCC1.[Pd](Cl)Cl.C1(P(C2C=CC=CC=2)C2C=CC=CC=2)C=CC=CC=1.C1(P(C2C=CC=CC=2)C2C=CC=CC=2)C=CC=CC=1. The product is [CH2:1]([O:8][C:9]1[CH:14]=[CH:13][C:12]([NH:15][C:16]2[C:25]3[C:20](=[CH:21][CH:22]=[C:23]([C:32]4[N:37]=[CH:36][CH:35]=[CH:34][N:33]=4)[CH:24]=3)[N:19]=[CH:18][N:17]=2)=[CH:11][CH:10]=1)[C:2]1[CH:7]=[CH:6][CH:5]=[CH:4][CH:3]=1. The yield is 0.400. (3) The reactants are [C:1]([O:5][C:6]1[CH:19]=[CH:18][C:9]([CH:10]=[C:11]2NC(=O)N[C:12]2=[O:17])=[CH:8][CH:7]=1)([CH3:4])([CH3:3])[CH3:2].[OH-:20].[Na+:21].Cl.[Na+].[Cl-].[OH2:25]. No catalyst specified. The product is [O:20]=[C:11]([CH2:10][C:9]1[CH:8]=[CH:7][C:6]([O:5][C:1]([CH3:2])([CH3:3])[CH3:4])=[CH:19][CH:18]=1)[C:12]([O-:17])=[O:25].[Na+:21]. The yield is 0.880. (4) The reactants are [OH:1][C:2]1[CH:9]=[CH:8][C:7]([O:10][CH3:11])=[CH:6][C:3]=1[CH:4]=[O:5].C([O-])(=O)C.[Na+].[Br:17]Br.S([O-])([O-])(=O)=S.[Na+].[Na+]. The catalyst is C(O)(=O)C. The product is [Br:17][C:9]1[C:2]([OH:1])=[C:3]([CH:6]=[C:7]([O:10][CH3:11])[CH:8]=1)[CH:4]=[O:5]. The yield is 0.600.